From a dataset of Reaction yield outcomes from USPTO patents with 853,638 reactions. Predict the reaction yield, written as a fraction of the theoretical maximum amount of product (1.0 means a 100% yield; for example, 0.34 means a 34% yield). (1) The reactants are [CH2:1]([C:8]1[S:12][C:11]([N:13]2[CH2:18][CH2:17][O:16][CH2:15][CH2:14]2)=[N:10][C:9]=1[C:19]1[CH:24]=[CH:23][C:22]([O:25]C)=[CH:21][CH:20]=1)[C:2]1[CH:7]=[CH:6][CH:5]=[CH:4][CH:3]=1.B(Br)(Br)Br. The catalyst is ClCCl. The product is [CH2:1]([C:8]1[S:12][C:11]([N:13]2[CH2:14][CH2:15][O:16][CH2:17][CH2:18]2)=[N:10][C:9]=1[C:19]1[CH:20]=[CH:21][C:22]([OH:25])=[CH:23][CH:24]=1)[C:2]1[CH:7]=[CH:6][CH:5]=[CH:4][CH:3]=1. The yield is 0.448. (2) The reactants are [O:1]=[C:2]1[N:11]([CH2:12][CH:13]2[CH2:18][CH2:17][N:16]([C:19]([O:21][C:22]([CH3:25])([CH3:24])[CH3:23])=[O:20])[CH2:15][CH2:14]2)[CH2:10][C:9]2[C:4](=[CH:5][CH:6]=[CH:7][CH:8]=2)[NH:3]1.[C:26]([C:28]1[CH:35]=[CH:34][CH:33]=[CH:32][C:29]=1[CH2:30]Br)#[N:27]. No catalyst specified. The product is [C:26]([C:28]1[CH:35]=[CH:34][CH:33]=[CH:32][C:29]=1[CH2:30][N:3]1[C:4]2[C:9](=[CH:8][CH:7]=[CH:6][CH:5]=2)[CH2:10][N:11]([CH2:12][CH:13]2[CH2:14][CH2:15][N:16]([C:19]([O:21][C:22]([CH3:25])([CH3:24])[CH3:23])=[O:20])[CH2:17][CH2:18]2)[C:2]1=[O:1])#[N:27]. The yield is 0.850. (3) The reactants are C(OC([N:8]1[CH2:12][CH2:11][CH:10]([CH:13]([C:22]2[CH:27]=[CH:26][CH:25]=[CH:24][CH:23]=2)[O:14][C:15]2[CH:20]=[CH:19][CH:18]=[CH:17][C:16]=2[CH3:21])[CH2:9]1)=O)(C)(C)C. The catalyst is Cl.CCO. The product is [C:22]1([CH:13]([O:14][C:15]2[CH:20]=[CH:19][CH:18]=[CH:17][C:16]=2[CH3:21])[CH:10]2[CH2:11][CH2:12][NH:8][CH2:9]2)[CH:23]=[CH:24][CH:25]=[CH:26][CH:27]=1. The yield is 0.980. (4) The reactants are [CH3:1][N:2]1[C:10]2[N:9]=[C:8]([CH2:11][C:12]3[CH:17]=[CH:16][CH:15]=[C:14]([O:18][C:19]([F:22])([F:21])[F:20])[CH:13]=3)[N:7]([CH2:23][C:24]3[CH:29]=[CH:28][C:27]([CH3:30])=[CH:26][N:25]=3)[C:6]=2[C:5](=[O:31])[NH:4][C:3]1=[O:32].[OH:33][CH:34]([CH3:48])[CH2:35][CH2:36]OS(C1C=CC(C)=CC=1)(=O)=O.C(=O)([O-])[O-].[K+].[K+]. The catalyst is CN(C=O)C. The product is [OH:33][CH:34]([CH3:48])[CH2:35][CH2:36][N:4]1[C:5](=[O:31])[C:6]2[N:7]([CH2:23][C:24]3[CH:29]=[CH:28][C:27]([CH3:30])=[CH:26][N:25]=3)[C:8]([CH2:11][C:12]3[CH:17]=[CH:16][CH:15]=[C:14]([O:18][C:19]([F:22])([F:21])[F:20])[CH:13]=3)=[N:9][C:10]=2[N:2]([CH3:1])[C:3]1=[O:32]. The yield is 0.258. (5) The reactants are [I:1][C:2]1[CH:9]=[C:8]([N+:10]([O-])=O)[CH:7]=[CH:6][C:3]=1[C:4]#[N:5].O1CCCC1.[Cl-].[NH4+]. The catalyst is [Fe].C(O)C. The product is [NH2:10][C:8]1[CH:7]=[CH:6][C:3]([C:4]#[N:5])=[C:2]([I:1])[CH:9]=1. The yield is 0.970.